From a dataset of Forward reaction prediction with 1.9M reactions from USPTO patents (1976-2016). Predict the product of the given reaction. (1) Given the reactants C(O[C:6]([NH:8][C:9]1[C:10]([CH3:21])=[CH:11][C:12]([C:16]([O:18][CH2:19][CH3:20])=[O:17])=[N:13][C:14]=1I)=[O:7])(C)(C)C.[Cl:22][C:23]1[CH:29]=[C:28]([O:30][CH3:31])[C:27]([S:32][C:33]([CH3:41])([C:35]2[CH:40]=[CH:39][CH:38]=[CH:37][CH:36]=2)[CH3:34])=[CH:26][C:24]=1[NH2:25].C1(P(C2C=CC=CC=2)C2C3OC4C(=CC=CC=4P(C4C=CC=CC=4)C4C=CC=CC=4)C(C)(C)C=3C=CC=2)C=CC=CC=1.CC(C)([O-])C.[Na+], predict the reaction product. The product is: [Cl:22][C:23]1[CH:29]=[C:28]([O:30][CH3:31])[C:27]([S:32][C:33]([CH3:34])([C:35]2[CH:36]=[CH:37][CH:38]=[CH:39][CH:40]=2)[CH3:41])=[CH:26][C:24]=1[N:25]1[C:14]2=[N:13][C:12]([C:16]([O:18][CH2:19][CH3:20])=[O:17])=[CH:11][C:10]([CH3:21])=[C:9]2[NH:8][C:6]1=[O:7]. (2) The product is: [CH3:35][N:34]([CH3:36])[C@H:30]1[C@H:29]([O:28][CH3:27])[CH2:33][N:32]([C:2]2[CH:7]=[CH:6][C:5]([N:8]3[CH:17]=[CH:16][C:15]4[C:10](=[CH:11][CH:12]=[C:13]([O:18][CH2:19][C@H:20]5[CH2:24][CH2:23][CH2:22][O:21]5)[CH:14]=4)[C:9]3=[O:25])=[CH:4][C:3]=2[F:26])[CH2:31]1. Given the reactants Br[C:2]1[CH:7]=[CH:6][C:5]([N:8]2[CH:17]=[CH:16][C:15]3[C:10](=[CH:11][CH:12]=[C:13]([O:18][CH2:19][C@H:20]4[CH2:24][CH2:23][CH2:22][O:21]4)[CH:14]=3)[C:9]2=[O:25])=[CH:4][C:3]=1[F:26].[CH3:27][O:28][C@@H:29]1[CH2:33][NH:32][CH2:31][C@H:30]1[N:34]([CH3:36])[CH3:35], predict the reaction product. (3) Given the reactants [C:1]([O:5][C:6]([NH:8][CH2:9][C@H:10]1[CH2:15][CH2:14][C@H:13]([C:16]([NH:18][C@@H:19]([CH2:23][C:24]2[CH:29]=[CH:28][C:27]([C:30]3[CH:35]=[CH:34][C:33]([C:36](=[O:41])[NH:37][CH:38]([CH3:40])[CH3:39])=[CH:32][C:31]=3[CH3:42])=[CH:26][CH:25]=2)[C:20](O)=[O:21])=[O:17])[CH2:12][CH2:11]1)=[O:7])([CH3:4])([CH3:3])[CH3:2].[NH2:43][C:44]1[CH:54]=[CH:53][C:47]2[N:48]([CH3:52])[C:49](=[O:51])[NH:50][C:46]=2[CH:45]=1.C(N(CC)C(C)C)(C)C.C(P1(=O)OP(=O)(CCC)OP(=O)(CCC)O1)CC, predict the reaction product. The product is: [CH:38]([NH:37][C:36]([C:33]1[CH:34]=[CH:35][C:30]([C:27]2[CH:28]=[CH:29][C:24]([CH2:23][C@H:19]([NH:18][C:16]([C@H:13]3[CH2:12][CH2:11][C@H:10]([CH2:9][NH:8][C:6](=[O:7])[O:5][C:1]([CH3:4])([CH3:3])[CH3:2])[CH2:15][CH2:14]3)=[O:17])[C:20]([NH:43][C:44]3[CH:54]=[CH:53][C:47]4[N:48]([CH3:52])[C:49](=[O:51])[NH:50][C:46]=4[CH:45]=3)=[O:21])=[CH:25][CH:26]=2)=[C:31]([CH3:42])[CH:32]=1)=[O:41])([CH3:40])[CH3:39]. (4) Given the reactants C(OC(=O)[NH:10][C:11]1[C:12]([C:24]([NH:26][C:27]2[CH:28]=[N:29][CH:30]=[CH:31][C:32]=2[N:33]2[CH2:38][CH2:37][CH2:36][C@H:35]([NH:39]C(OC(C)(C)C)=O)[CH2:34]2)=[O:25])=[N:13][C:14]2[C:19]([CH:20]=1)=[CH:18][CH:17]=[C:16]([CH:21]([OH:23])[CH3:22])[CH:15]=2)C1C=CC=CC=1.C(Cl)Cl.C(O)(C(F)(F)F)=O, predict the reaction product. The product is: [NH2:10][C:11]1[C:12]([C:24]([NH:26][C:27]2[CH:28]=[N:29][CH:30]=[CH:31][C:32]=2[N:33]2[CH2:38][CH2:37][CH2:36][C@H:35]([NH2:39])[CH2:34]2)=[O:25])=[N:13][C:14]2[C:19]([CH:20]=1)=[CH:18][CH:17]=[C:16]([CH:21]([OH:23])[CH3:22])[CH:15]=2. (5) Given the reactants [CH2:1]([N:8]1[C:16]2[C:15](=[O:17])[NH:14][C:13](=[O:18])[N:12]([CH3:19])[C:11]=2[C:10]([C:20]#[N:21])=[C:9]1Br)[C:2]1[CH:7]=[CH:6][CH:5]=[CH:4][CH:3]=1.[C:23]([O:27][C:28]([N:30]1[CH2:35][CH2:34][NH:33][CH2:32][CH2:31]1)=[O:29])([CH3:26])([CH3:25])[CH3:24], predict the reaction product. The product is: [C:23]([O:27][C:28]([N:30]1[CH2:35][CH2:34][N:33]([C:9]2[N:8]([CH2:1][C:2]3[CH:7]=[CH:6][CH:5]=[CH:4][CH:3]=3)[C:16]3[C:15](=[O:17])[NH:14][C:13](=[O:18])[N:12]([CH3:19])[C:11]=3[C:10]=2[C:20]#[N:21])[CH2:32][CH2:31]1)=[O:29])([CH3:26])([CH3:24])[CH3:25]. (6) The product is: [CH3:1][C@H:2]([NH:17][C:18](=[O:27])[O:19][CH2:20][C:21]1[CH:22]=[CH:23][CH:24]=[CH:25][CH:26]=1)[CH2:3][N:4]1[C:12]2[C:7](=[CH:8][CH:9]=[C:10]3[O:13][CH2:14][CH:15]=[CH:16][C:11]3=2)[CH:6]=[N:5]1. Given the reactants [CH3:1][C@H:2]([NH:17][C:18](=[O:27])[O:19][CH2:20][C:21]1[CH:26]=[CH:25][CH:24]=[CH:23][CH:22]=1)[CH2:3][N:4]1[C:12]2[C:7](=[CH:8][CH:9]=[C:10]([O:13][CH2:14][C:15]#[CH:16])[CH:11]=2)[CH:6]=[N:5]1, predict the reaction product. (7) Given the reactants [CH3:1][C:2]1[C:3]([O:11][C:12]2[CH:17]=[CH:16][CH:15]=[C:14]([CH2:18][CH2:19][CH3:20])[CH:13]=2)=[N:4][CH:5]=[C:6]([N+:8]([O-])=O)[CH:7]=1.CCOC(C)=O, predict the reaction product. The product is: [NH2:8][C:6]1[CH:7]=[C:2]([CH3:1])[C:3]([O:11][C:12]2[CH:17]=[CH:16][CH:15]=[C:14]([CH2:18][CH2:19][CH3:20])[CH:13]=2)=[N:4][CH:5]=1.